Regression. Given a peptide amino acid sequence and an MHC pseudo amino acid sequence, predict their binding affinity value. This is MHC class I binding data. From a dataset of Peptide-MHC class I binding affinity with 185,985 pairs from IEDB/IMGT. The peptide sequence is DTVNRTHQY. The MHC is HLA-A24:02 with pseudo-sequence HLA-A24:02. The binding affinity (normalized) is 0.0847.